Predict the reactants needed to synthesize the given product. From a dataset of Full USPTO retrosynthesis dataset with 1.9M reactions from patents (1976-2016). (1) Given the product [C:1]([O:4][CH:33]1[CH2:32][CH:31]([C:28]2[CH:27]=[CH:26][C:25]([F:24])=[CH:30][CH:29]=2)[O:35][CH2:34]1)(=[O:3])[CH3:2], predict the reactants needed to synthesize it. The reactants are: [C:1]([OH:4])(=[O:3])[CH3:2].[C:1]([OH:4])(=[O:3])[CH3:2].IC1C=CC=CC=1.FC(F)(F)S(O)(=O)=O.[F:24][C:25]1[CH:30]=[CH:29][C:28]([CH:31]([OH:35])[CH2:32][CH:33]=[CH2:34])=[CH:27][CH:26]=1. (2) Given the product [C:38]([O:42][C:43]([N:45]1[CH2:50][CH2:49][C:48]2([CH2:55][CH2:54][N:53]([C:32]([N:12]3[C@@:13]([C:25]4[CH:30]=[CH:29][C:28]([Cl:31])=[CH:27][CH:26]=4)([CH3:24])[C@@:14]([C:17]4[CH:18]=[CH:19][C:20]([Cl:23])=[CH:21][CH:22]=4)([CH3:16])[N:15]=[C:11]3[C:8]3[CH:9]=[N:10][C:5]([C:1]([CH3:2])([CH3:4])[CH3:3])=[CH:6][C:7]=3[O:35][CH2:36][CH3:37])=[O:33])[CH2:52][CH2:51]2)[CH2:47][CH2:46]1)=[O:44])([CH3:41])([CH3:39])[CH3:40], predict the reactants needed to synthesize it. The reactants are: [C:1]([C:5]1[N:10]=[CH:9][C:8]([C:11]2[N:12]([C:32](Cl)=[O:33])[C@@:13]([C:25]3[CH:30]=[CH:29][C:28]([Cl:31])=[CH:27][CH:26]=3)([CH3:24])[C@@:14]([C:17]3[CH:22]=[CH:21][C:20]([Cl:23])=[CH:19][CH:18]=3)([CH3:16])[N:15]=2)=[C:7]([O:35][CH2:36][CH3:37])[CH:6]=1)([CH3:4])([CH3:3])[CH3:2].[C:38]([O:42][C:43]([N:45]1[CH2:50][CH2:49][C:48]2([CH2:55][CH2:54][NH:53][CH2:52][CH2:51]2)[CH2:47][CH2:46]1)=[O:44])([CH3:41])([CH3:40])[CH3:39]. (3) Given the product [CH3:12][C@H:13]1[NH:14][CH2:15][CH2:16][N:17]([C:2]2[CH:7]=[CH:6][C:5]([C:8]([F:11])([F:10])[F:9])=[CH:4][N:3]=2)[CH2:18]1, predict the reactants needed to synthesize it. The reactants are: Br[C:2]1[CH:7]=[CH:6][C:5]([C:8]([F:11])([F:10])[F:9])=[CH:4][N:3]=1.[CH3:12][C@@H:13]1[CH2:18][NH:17][CH2:16][CH2:15][NH:14]1.CCN(C(C)C)C(C)C. (4) Given the product [Br:1][C:2]1[CH:12]=[N:11][C:5]2[O:6][CH2:7][CH2:8][NH:9][C:4]=2[CH:3]=1, predict the reactants needed to synthesize it. The reactants are: [Br:1][C:2]1[CH:12]=[N:11][C:5]2[O:6][CH2:7][C:8](=O)[NH:9][C:4]=2[CH:3]=1.[H-].[Al+3].[Li+].[H-].[H-].[H-].O.[OH-].[Na+]. (5) Given the product [C:19]([O:18][C:16]([N:12]1[CH2:11][C@H:10]([CH2:23][O:24][CH2:25][C:26]([OH:34])=[O:27])[C@H:9]([C:4]2[CH:5]=[CH:6][C:7]([Cl:8])=[C:2]([Cl:1])[CH:3]=2)[O:15][CH2:14][CH2:13]1)=[O:17])([CH3:21])([CH3:20])[CH3:22], predict the reactants needed to synthesize it. The reactants are: [Cl:1][C:2]1[CH:3]=[C:4]([C@@H:9]2[O:15][CH2:14][CH2:13][N:12]([C:16]([O:18][C:19]([CH3:22])([CH3:21])[CH3:20])=[O:17])[CH2:11][C@@H:10]2[CH2:23][O:24][CH2:25][C:26](N2CCOCC2)=[O:27])[CH:5]=[CH:6][C:7]=1[Cl:8].[OH2:34].[OH-].[Li+].[Cl-].[NH4+].